From a dataset of Full USPTO retrosynthesis dataset with 1.9M reactions from patents (1976-2016). Predict the reactants needed to synthesize the given product. (1) The reactants are: [Br:1][C:2]1[CH:7]=[CH:6][C:5]([C:8](=O)[CH3:9])=[CH:4][CH:3]=1.[C:11]([O-])([O-])=O.[K+].[K+].[C:30]1(P(=O)([C:30]2[CH:35]=[CH:34][CH:33]=[CH:32][CH:31]=2)[C:30]2[CH:35]=[CH:34][CH:33]=[CH:32][CH:31]=2)[CH:35]=[CH:34][CH:33]=[CH:32][CH:31]=1.[PH4+]. Given the product [Br:1][C:2]1[CH:7]=[CH:6][C:5]([C:8]([CH3:9])=[CH:11][C:30]2[CH:31]=[CH:32][CH:33]=[CH:34][CH:35]=2)=[CH:4][CH:3]=1, predict the reactants needed to synthesize it. (2) Given the product [C:13]([N:1]1[C:9]2[C:4](=[CH:5][C:6]([C:10]([OH:12])=[O:11])=[CH:7][CH:8]=2)[CH:3]=[N:2]1)(=[O:15])[CH3:14], predict the reactants needed to synthesize it. The reactants are: [NH:1]1[C:9]2[C:4](=[CH:5][C:6]([C:10]([OH:12])=[O:11])=[CH:7][CH:8]=2)[CH:3]=[N:2]1.[C:13](OC(=O)C)(=[O:15])[CH3:14]. (3) Given the product [F:1][C:2]1[C:11]([N:12]2[CH2:13][CH2:14][CH2:29][NH:15][CH2:16][CH2:17]2)=[CH:10][C:9]2[NH:8][CH:7]=[C:6]3[C:18](=[O:27])[N:19]([C:21]4[CH:26]=[CH:25][CH:24]=[CH:23][CH:22]=4)[N:20]=[C:5]3[C:4]=2[CH:3]=1, predict the reactants needed to synthesize it. The reactants are: [F:1][C:2]1[C:11]([N:12]2[CH2:17][CH2:16][NH:15][CH2:14][CH2:13]2)=[CH:10][C:9]2[NH:8][CH:7]=[C:6]3[C:18](=[O:27])[N:19]([C:21]4[CH:26]=[CH:25][CH:24]=[CH:23][CH:22]=4)[N:20]=[C:5]3[C:4]=2[CH:3]=1.F[C:29]1C(F)=CC2C3C(C(=O)N(C4C=CC=CC=4)N=3)=CNC=2C=1.N1CCCNCC1. (4) The reactants are: [CH2:1]([NH:8][C:9]1[CH:14]=[CH:13][C:12]([C:15]([N:17]2[CH2:22][CH2:21][O:20][CH:19]([C:23]3[CH:28]=[CH:27][CH:26]=[CH:25][CH:24]=3)[CH2:18]2)=[O:16])=[CH:11][CH:10]=1)[C:2]1[CH:7]=[CH:6][CH:5]=[CH:4][CH:3]=1.[CH3:29][N:30]([CH3:35])[S:31](Cl)(=[O:33])=[O:32]. Given the product [CH2:1]([N:8]([C:9]1[CH:10]=[CH:11][C:12]([C:15]([N:17]2[CH2:22][CH2:21][O:20][CH:19]([C:23]3[CH:28]=[CH:27][CH:26]=[CH:25][CH:24]=3)[CH2:18]2)=[O:16])=[CH:13][CH:14]=1)[S:31]([N:30]([CH3:35])[CH3:29])(=[O:33])=[O:32])[C:2]1[CH:3]=[CH:4][CH:5]=[CH:6][CH:7]=1, predict the reactants needed to synthesize it. (5) Given the product [Cl:1][C:2]1[CH:3]=[CH:4][C:5]([O:23][CH2:27][CH:26]([O:25][CH3:24])[C:29]2[CH:34]=[CH:33][CH:32]=[CH:31][CH:30]=2)=[C:6]([CH:22]=1)[C:7]([NH:9][C@H:10]([C:12]1[CH:21]=[CH:20][C:15]([C:16]([O:18][CH3:19])=[O:17])=[CH:14][CH:13]=1)[CH3:11])=[O:8], predict the reactants needed to synthesize it. The reactants are: [Cl:1][C:2]1[CH:3]=[CH:4][C:5]([OH:23])=[C:6]([CH:22]=1)[C:7]([NH:9][C@H:10]([C:12]1[CH:21]=[CH:20][C:15]([C:16]([O:18][CH3:19])=[O:17])=[CH:14][CH:13]=1)[CH3:11])=[O:8].[CH3:24][O:25][CH:26]([C:29]1[CH:34]=[CH:33][CH:32]=[CH:31][CH:30]=1)[CH2:27]O. (6) Given the product [CH2:16]1[C@@H:15]([NH2:14])[C@@H:10]1[C:3]1[CH:4]=[CH:5][CH:6]=[CH:7][CH:8]=1, predict the reactants needed to synthesize it. The reactants are: OC[C:3]1([C:10]2[CH:15]=[N:14]C=CN=2)[CH2:8][CH2:7][C:6](=O)[CH2:5][CH2:4]1.[CH:16]1(N)CC1.[BH-](OC(C)=O)(OC(C)=O)OC(C)=O.[Na+].C([O-])(O)=O.[Na+]. (7) The reactants are: [F:1][C:2]1[CH:22]=[CH:21][CH:20]=[CH:19][C:3]=1[CH2:4][O:5][C:6]1[CH:18]=[CH:17][C:9]([CH:10]=[N:11][C@@H:12]([CH3:16])[C:13]([NH2:15])=[O:14])=[CH:8][CH:7]=1.FC1C=CC=CC=1CC1C=C(C=CC=1OCC1C=CC=CC=1F)CN[C@@H](C)C(N)=O. Given the product [F:1][C:2]1[CH:22]=[CH:21][CH:20]=[CH:19][C:3]=1[CH2:4][O:5][C:6]1[CH:7]=[CH:8][C:9]([CH2:10][NH:11][C@@H:12]([CH3:16])[C:13]([NH2:15])=[O:14])=[CH:17][CH:18]=1, predict the reactants needed to synthesize it.